Dataset: Orexin1 receptor HTS with 218,158 compounds and 233 confirmed actives. Task: Binary Classification. Given a drug SMILES string, predict its activity (active/inactive) in a high-throughput screening assay against a specified biological target. The drug is Brc1cc(/C=c2\oc3c(n(CC(=O)NCC4OCCC4)c2=O)cccc3)ccc1. The result is 1 (active).